This data is from Peptide-MHC class II binding affinity with 134,281 pairs from IEDB. The task is: Regression. Given a peptide amino acid sequence and an MHC pseudo amino acid sequence, predict their binding affinity value. This is MHC class II binding data. (1) The peptide sequence is YDKFPANVSTVLTGK. The MHC is DRB1_1101 with pseudo-sequence DRB1_1101. The binding affinity (normalized) is 0.335. (2) The peptide sequence is LVVRMYLSSQAIRLV. The MHC is DRB1_0404 with pseudo-sequence DRB1_0404. The binding affinity (normalized) is 0.846. (3) The binding affinity (normalized) is 0.611. The MHC is HLA-DQA10102-DQB10602 with pseudo-sequence HLA-DQA10102-DQB10602. The peptide sequence is INEPTAAAIAYGSDR. (4) The peptide sequence is ALRIIAGTPEVHAVK. The MHC is HLA-DQA10102-DQB10602 with pseudo-sequence HLA-DQA10102-DQB10602. The binding affinity (normalized) is 0.341. (5) The peptide sequence is VTAFQHQNSKKTTKL. The MHC is DRB1_0101 with pseudo-sequence DRB1_0101. The binding affinity (normalized) is 0.854. (6) The peptide sequence is AFKVAATAANAAHAN. The MHC is DRB1_0401 with pseudo-sequence DRB1_0401. The binding affinity (normalized) is 0.776. (7) The peptide sequence is GGRSLTDLLRALGAQ. The MHC is DRB3_0101 with pseudo-sequence DRB3_0101. The binding affinity (normalized) is 0. (8) The peptide sequence is AQLSQLISLLPSTLQ. The MHC is DRB5_0101 with pseudo-sequence DRB5_0101. The binding affinity (normalized) is 0.307. (9) The peptide sequence is PEEIKQLQQFQKEDA. The MHC is DRB1_1501 with pseudo-sequence DRB1_1501. The binding affinity (normalized) is 0.304. (10) The peptide sequence is ALEDDLLNRNNSFKP. The MHC is DRB1_1101 with pseudo-sequence DRB1_1101. The binding affinity (normalized) is 0.286.